Dataset: Forward reaction prediction with 1.9M reactions from USPTO patents (1976-2016). Task: Predict the product of the given reaction. (1) Given the reactants [CH2:1]([N:5]1[CH2:10][CH2:9][CH:8]([C:11]2[CH:12]=[C:13]([OH:17])[CH:14]=[CH:15][CH:16]=2)[CH2:7][CH2:6]1)[CH2:2][CH2:3][CH3:4].[CH3:18][S:19](Cl)(=[O:21])=[O:20], predict the reaction product. The product is: [CH2:1]([N:5]1[CH2:10][CH2:9][CH:8]([C:11]2[CH:12]=[C:13]([O:17][S:19]([CH3:18])(=[O:21])=[O:20])[CH:14]=[CH:15][CH:16]=2)[CH2:7][CH2:6]1)[CH2:2][CH2:3][CH3:4]. (2) Given the reactants [H-].[Na+].[C:3]1([CH:9]([CH2:12][CH2:13][CH2:14][CH2:15][CH3:16])[C:10]#[N:11])[CH:8]=[CH:7][CH:6]=[CH:5][CH:4]=1.[CH2:17]=[O:18], predict the reaction product. The product is: [OH:18][CH2:17][C:9]([C:3]1[CH:8]=[CH:7][CH:6]=[CH:5][CH:4]=1)([CH2:12][CH2:13][CH2:14][CH2:15][CH3:16])[C:10]#[N:11]. (3) Given the reactants [CH2:1]([C:5]1[O:6][C:7]2[CH:16]=[CH:15][CH:14]=[CH:13][C:8]=2[C:9]=1[C:10](Cl)=[O:11])[CH2:2][CH2:3][CH3:4].[CH2:17]([NH:24][CH2:25][C:26]1[CH:27]=[C:28]2[C:33](=[CH:34][CH:35]=1)[CH:32]=[C:31]([OH:36])[CH:30]=[CH:29]2)[C:18]1[CH:23]=[CH:22][CH:21]=[CH:20][CH:19]=1.C(N(CC)CC)C, predict the reaction product. The product is: [CH2:17]([N:24]([CH2:25][C:26]1[CH:35]=[CH:34][C:33]2[C:28](=[CH:29][CH:30]=[C:31]([OH:36])[CH:32]=2)[CH:27]=1)[C:10]([C:9]1[C:8]2[CH:13]=[CH:14][CH:15]=[CH:16][C:7]=2[O:6][C:5]=1[CH2:1][CH2:2][CH2:3][CH3:4])=[O:11])[C:18]1[CH:19]=[CH:20][CH:21]=[CH:22][CH:23]=1. (4) Given the reactants Cl.[NH2:2][CH2:3][C:4]1[CH:5]=[C:6]2[C:11](=[CH:12][CH:13]=1)[N:10]=[C:9]([CH3:14])[N:8]([CH:15]1[CH2:20][CH2:19][C:18](=[O:21])[NH:17][C:16]1=[O:22])[C:7]2=[O:23].C(N(CC)CC)C.[Cl:31][C:32]1[CH:33]=[C:34]([N:39]=[C:40]=[O:41])[CH:35]=[CH:36][C:37]=1[CH3:38], predict the reaction product. The product is: [Cl:31][C:32]1[CH:33]=[C:34]([NH:39][C:40]([NH:2][CH2:3][C:4]2[CH:5]=[C:6]3[C:11](=[CH:12][CH:13]=2)[N:10]=[C:9]([CH3:14])[N:8]([CH:15]2[CH2:20][CH2:19][C:18](=[O:21])[NH:17][C:16]2=[O:22])[C:7]3=[O:23])=[O:41])[CH:35]=[CH:36][C:37]=1[CH3:38].